This data is from Full USPTO retrosynthesis dataset with 1.9M reactions from patents (1976-2016). The task is: Predict the reactants needed to synthesize the given product. (1) Given the product [CH3:26][S:23]([N:11]1[CH2:12][C:13]2[C:14]([C:19]([O:21][CH3:22])=[O:20])=[CH:15][CH:16]=[CH:17][C:18]=2[CH2:10]1)(=[O:25])=[O:24], predict the reactants needed to synthesize it. The reactants are: CCN(C(C)C)C(C)C.[CH2:10]1[C:18]2[CH:17]=[CH:16][CH:15]=[C:14]([C:19]([O:21][CH3:22])=[O:20])[C:13]=2[CH2:12][NH:11]1.[S:23](Cl)([CH3:26])(=[O:25])=[O:24]. (2) The reactants are: C1([CH:7]([N:19]2[C:23]3[CH:24]=[C:25]([F:29])[C:26]([F:28])=[CH:27][C:22]=3[N:21]=[C:20]2C2C(OC)=NC(OC)=CC=2)[CH2:8][O:9]C2C=CC(C(O)=O)=CN=2)CCCCC1.[F:40][C:41]1([F:48])[CH2:46][CH2:45][C:44](=O)[CH2:43][CH2:42]1.[Cl:49][C:50]1[CH:58]=[CH:57][C:53](C(O)=O)=[CH:52][CH:51]=1.[CH2:59]([N+:66]#[C-])[C:60]1[CH:65]=[CH:64][CH:63]=[CH:62][CH:61]=1.Cl.C(=O)(O)[O-].[Na+]. Given the product [CH2:59]([NH:66][C:8](=[O:9])[CH:7]([N:19]1[C:23]2[CH:24]=[C:25]([F:29])[C:26]([F:28])=[CH:27][C:22]=2[N:21]=[C:20]1[C:53]1[CH:57]=[CH:58][C:50]([Cl:49])=[CH:51][CH:52]=1)[CH:44]1[CH2:45][CH2:46][C:41]([F:48])([F:40])[CH2:42][CH2:43]1)[C:60]1[CH:65]=[CH:64][CH:63]=[CH:62][CH:61]=1, predict the reactants needed to synthesize it. (3) The reactants are: [F:1][C:2]([F:14])([F:13])[C:3]1[CH:4]=[C:5]([NH:9][C:10]([NH2:12])=[S:11])[CH:6]=[CH:7][CH:8]=1.[C:15]([C:17]1[CH:24]=[CH:23][C:20]([CH:21]=O)=[CH:19][CH:18]=1)#[N:16].[C:25]([O:31][CH2:32][CH3:33])(=[O:30])[CH2:26][C:27]([CH3:29])=O. Given the product [C:15]([C:17]1[CH:24]=[CH:23][C:20]([CH:21]2[C:26]([C:25]([O:31][CH2:32][CH3:33])=[O:30])=[C:27]([CH3:29])[N:9]([C:5]3[CH:6]=[CH:7][CH:8]=[C:3]([C:2]([F:1])([F:13])[F:14])[CH:4]=3)[C:10](=[S:11])[NH:12]2)=[CH:19][CH:18]=1)#[N:16], predict the reactants needed to synthesize it. (4) Given the product [CH3:1][N:2]1[CH2:24][CH2:23][C:5]2[N:6]([CH2:14][CH2:15][C:16]3[CH:21]=[CH:20][C:19]([CH3:22])=[CH:18][N:17]=3)[C:7]3[CH:8]=[CH:9][C:10]([CH3:13])=[CH:11][C:12]=3[C:4]=2[CH2:3]1, predict the reactants needed to synthesize it. The reactants are: [CH3:1][N:2]1[CH2:24][CH2:23][C:5]2[N:6]([C:14]#[C:15][C:16]3[CH:21]=[CH:20][C:19]([CH3:22])=[CH:18][N:17]=3)[C:7]3[CH:8]=[CH:9][C:10]([CH3:13])=[CH:11][C:12]=3[C:4]=2[CH2:3]1. (5) Given the product [Cl:15][C:5]1[N:4]=[N:3][C:2]([NH:24][C:23]2[CH:25]=[CH:26][C:20]([P:17]([CH3:16])([CH3:19])=[O:18])=[CH:21][C:22]=2[O:27][CH3:28])=[N:7][C:6]=1[NH:8][C:9]1[CH:14]=[CH:13][CH:12]=[CH:11][CH:10]=1, predict the reactants needed to synthesize it. The reactants are: Cl[C:2]1[N:3]=[N:4][C:5]([Cl:15])=[C:6]([NH:8][C:9]2[CH:14]=[CH:13][CH:12]=[CH:11][CH:10]=2)[N:7]=1.[CH3:16][P:17]([C:20]1[CH:26]=[CH:25][C:23]([NH2:24])=[C:22]([O:27][CH3:28])[CH:21]=1)([CH3:19])=[O:18].C12(CS(O)(=O)=O)C(C)(C)C(CC1)CC2=O. (6) The reactants are: [CH2:1]([O:3][P:4](/[CH:9]=[CH:10]/[C:11]1[C:12]([O:22][CH2:23][C:24]2[CH:48]=[CH:47][C:27]([O:28][CH2:29][C:30]3[N:31]=[C:32]([N:36]4[CH2:41][CH2:40][CH:39]([C:42]([O:44]CC)=[O:43])[CH2:38][CH2:37]4)[S:33][C:34]=3[CH3:35])=[C:26]([O:49][CH3:50])[CH:25]=2)=[N:13][N:14]([C:16]2[CH:21]=[CH:20][CH:19]=[CH:18][CH:17]=2)[CH:15]=1)([O:6][CH2:7][CH3:8])=[O:5])[CH3:2].O1CCCC1.[OH-].[Na+].Cl. Given the product [CH2:7]([O:6][P:4](/[CH:9]=[CH:10]/[C:11]1[C:12]([O:22][CH2:23][C:24]2[CH:48]=[CH:47][C:27]([O:28][CH2:29][C:30]3[N:31]=[C:32]([N:36]4[CH2:37][CH2:38][CH:39]([C:42]([OH:44])=[O:43])[CH2:40][CH2:41]4)[S:33][C:34]=3[CH3:35])=[C:26]([O:49][CH3:50])[CH:25]=2)=[N:13][N:14]([C:16]2[CH:21]=[CH:20][CH:19]=[CH:18][CH:17]=2)[CH:15]=1)([O:3][CH2:1][CH3:2])=[O:5])[CH3:8], predict the reactants needed to synthesize it.